This data is from Experimentally validated miRNA-target interactions with 360,000+ pairs, plus equal number of negative samples. The task is: Binary Classification. Given a miRNA mature sequence and a target amino acid sequence, predict their likelihood of interaction. (1) The miRNA is hsa-miR-6510-5p with sequence CAGCAGGGGAGAGAGAGGAGUC. The protein sequence of the target gene is MEGMDVDLDPELMQKFSCLGTTDKDVLISEFQRLLGFQLNPAGCAFFLDMTNWNLQAAIGAYYDFESPNISVPSMSFVEDVTIGEGESIPPDTQFVKTWRIQNSGAEAWPPGVCLKYVGGDQFGHVNMVMVRSLEPQEIADVSVQMCSPSRAGMYQGQWRMCTATGLYYGDVIWVILSVEVGGLLGVTQQLSSFETEFNTQPHRKVEGNFNPFASPQKNRQSDENNLKDPGGSEFDSISKNTWAPAPDTWAPAPDQTEQDQNRLSQNSVNLSPSSHANNLSVVTYSKGLHGPYPFGQS. Result: 1 (interaction). (2) The miRNA is cel-miR-37-3p with sequence UCACCGGGUGAACACUUGCAGU. The protein sequence of the target gene is METLQSETKTRVLPSWLTAQVATKNVAPMKAPKRMRMAAVPVAAARLPATRTVYCMNEAEIVDVALGILIESRKQEKACEQPALAGADNPEHSPPCSVSPHTSSGSSSEEEDSGKQALAPGLSPSQRPGGSSSACSRSPEEEEEEDVLKYVREIFFS. Result: 0 (no interaction). (3) The miRNA is mmu-miR-125b-5p with sequence UCCCUGAGACCCUAACUUGUGA. The protein sequence of the target gene is MAATAAEVAASGSGEAREEAEAPGPAWDESQLRSYSFPTRPIPRLSQSDPRAEELIENEEPVVLTDTNLVYPALKWDLEYLQENIGNGDFSVYSASTHKFLYYDEKKMGNFQNFKPRSNREEIKFHEFVEKLQAIQQRGGEERLYLQQTLNDTVGRKIVMDFLGFNWNWINKQQGKRGWGQLTSNLLLIGMEGNVTPAHYDEQQNFFAQIKGHKRCILFPPDQFECLYPYPVHHPCDRQSQVDFDNPDYERFPNFRNVVGYETVVGPGDVLYIPMYWWHHIESLLNGGITITVNFWYKGA.... Result: 1 (interaction). (4) The miRNA is hsa-miR-26a-1-3p with sequence CCUAUUCUUGGUUACUUGCACG. The protein sequence of the target gene is MGAGATGRAMDGPRLLLLLLLGVSLGGAKEACPTGLYTHSGECCKACNLGEGVAQPCGANQTVCEPCLDSVTFSDVVSATEPCKPCTECVGLQSMSAPCVEADDAVCRCAYGYYQDETTGRCEACRVCEAGSGLVFSCQDKQNTVCEECPDGTYSDEANHVDPCLPCTVCEDTERQLRECTRWADAECEEIPGRWITRSTPPEGSDSTAPSTQEPEAPPEQDLIASTVAGVVTTVMGSSQPVVTRGTTDNLIPVYCSILAAVVVGLVAYIAFKRWNSCKQNKQGANSRPVNQTPPPEGEK.... Result: 0 (no interaction). (5) The miRNA is hsa-miR-7161-5p with sequence UAAAGACUGUAGAGGCAACUGGU. The protein sequence of the target gene is MDEPSPLAKTLELNQHSRFIIGSVSEDNSEDEISNLVKLDLEEKEGSLSPASVSSDTLSDLGISGLQDGLAFHMRSSMSGLHLVKQGRDRKKIDSQRDFTVASPAEFVTRFGGNKVIEKVLIANNGIAAVKCMRSIRRWSYEMFRNERAIRFVVMVTPEDLKANAEYIKMADHYVPVPGGPNNNNYANVELILDIAKRIPVQAVWAGWGHASENPKLPELLLKNGIAFMGPPSQAMWALGDKIASSIVAQTAGIPTLPWSGSGLRVDWQENDFSKRILNVPQDLYEKGYVKDVDDGLKAA.... Result: 0 (no interaction). (6) The miRNA is hsa-miR-2115-3p with sequence CAUCAGAAUUCAUGGAGGCUAG. The protein sequence of the target gene is MGKQKKTRKYATMKRMLSLRDQRLKEKDRLKPKKKEKKDPSALKEREVPQHPSCLFFQYNTQLGPPYHILVDTNFINFSIKAKLDLVQSMMDCLYAKCIPCITDCVMAEIEKLGQKYRVALRIAKDPRFERLPCTHKGTYADDCLVQRVTQHKCYIVATVDRDLKRRIRKIPGVPIMYISNHRYNIERMPDDYGAPRF. Result: 1 (interaction). (7) The miRNA is hsa-miR-548ad-5p with sequence AAAAGUAAUUGUGGUUUUUG. The protein sequence of the target gene is MMGHRPVLVLSQNTKRESGRKVQSGNINAAKTIADIIRTCLGPKSMMKMLLDPMGGIVMTNDGNAILREIQVQHPAAKSMIEISRTQDEEVGDGTTSVIILAGEMLSVAEHFLEQQMHPTVVISAYRMALDDMISTLKKISTPVDVNNREMMLSIINSSITTKVISRWSSLACNIALDAVKTVQFEENGRKEIDIKKYARVEKIPGGIIEDSCVLRGVMINKDVTHPRMRRYIKNPRIVLLDSSLEYKKGESQTDIEITREEDFTRILQMEEEYIHQLCEDIIQLKPDVVITEKGISDLA.... Result: 0 (no interaction).